This data is from Reaction yield outcomes from USPTO patents with 853,638 reactions. The task is: Predict the reaction yield, written as a fraction of the theoretical maximum amount of product (1.0 means a 100% yield; for example, 0.34 means a 34% yield). (1) The reactants are FC(F)(F)S(O[CH2:7][C:8]([C:11]1[C:16]([F:17])=[CH:15][C:14]([Cl:18])=[CH:13][N:12]=1)([F:10])[F:9])(=O)=O.[NH:21]1[CH2:26][CH2:25][CH:24]([NH:27][C:28](=[O:34])[O:29][C:30]([CH3:33])([CH3:32])[CH3:31])[CH2:23][CH2:22]1.CCN(C(C)C)C(C)C. The catalyst is C(Cl)Cl. The product is [Cl:18][C:14]1[CH:15]=[C:16]([F:17])[C:11]([C:8]([F:9])([F:10])[CH2:7][N:21]2[CH2:22][CH2:23][CH:24]([NH:27][C:28](=[O:34])[O:29][C:30]([CH3:32])([CH3:31])[CH3:33])[CH2:25][CH2:26]2)=[N:12][CH:13]=1. The yield is 0.870. (2) The reactants are [C:1]1([CH3:11])[CH:6]=[CH:5][C:4]([S:7](Cl)(=[O:9])=[O:8])=[CH:3][CH:2]=1.[F:12][C:13]([F:17])([F:16])[CH2:14][OH:15]. The catalyst is C(Cl)Cl. The product is [C:1]1([CH3:11])[CH:6]=[CH:5][C:4]([S:7]([O:15][CH2:14][C:13]([F:17])([F:16])[F:12])(=[O:9])=[O:8])=[CH:3][CH:2]=1. The yield is 0.800. (3) The reactants are [Cl:1][C:2]1[CH:7]=[CH:6][C:5]([C:8]2[CH:9]=[C:10]3[C:16]([C:17]([C:19]4[C:20]([F:33])=[C:21]([NH:26][S:27]([CH2:30][CH2:31][CH3:32])(=[O:29])=[O:28])[CH:22]=[CH:23][C:24]=4[F:25])=[O:18])=[CH:15][N:14](C(=O)C4C(Cl)=CC=CC=4Cl)[C:11]3=[N:12][CH:13]=2)=[CH:4][CH:3]=1.C1COCC1.N. The catalyst is CO. The product is [Cl:1][C:2]1[CH:7]=[CH:6][C:5]([C:8]2[CH:9]=[C:10]3[C:16]([C:17]([C:19]4[C:20]([F:33])=[C:21]([NH:26][S:27]([CH2:30][CH2:31][CH3:32])(=[O:28])=[O:29])[CH:22]=[CH:23][C:24]=4[F:25])=[O:18])=[CH:15][NH:14][C:11]3=[N:12][CH:13]=2)=[CH:4][CH:3]=1. The yield is 0.740.